From a dataset of Reaction yield outcomes from USPTO patents with 853,638 reactions. Predict the reaction yield, written as a fraction of the theoretical maximum amount of product (1.0 means a 100% yield; for example, 0.34 means a 34% yield). (1) The reactants are [O:1]1[CH2:4][CH:3](/[CH:5]=[N:6]/[S@:7]([C:9]([CH3:12])([CH3:11])[CH3:10])=[O:8])[CH2:2]1.[CH3:13][Mg]Br. The yield is 0.770. The product is [O:1]1[CH2:4][CH:3]([C@H:5]([NH:6][S@:7]([C:9]([CH3:12])([CH3:11])[CH3:10])=[O:8])[CH3:13])[CH2:2]1. The catalyst is ClCCl. (2) The product is [Cl:56][C:53]1[CH:54]=[CH:55][C:50]([C:48]2[S:49][C:45]([NH:44][C:42](=[O:27])[NH:39][CH:13]3[CH2:17][CH2:18][CH2:19][N:11]([C:7]4[CH:6]=[C:5]([CH:10]=[CH:9][CH:8]=4)[C:3]([O:2][CH3:1])=[O:4])[CH2:12]3)=[C:46]([CH3:57])[N:47]=2)=[CH:51][CH:52]=1. The catalyst is C1C=CC=CC=1.O. The yield is 0.440. The reactants are [CH3:1][O:2][C:3]([C:5]1[CH:6]=[C:7]([N:11]2[CH2:19][CH2:18][CH2:17][CH:13](C(O)=O)[CH2:12]2)[CH:8]=[CH:9][CH:10]=1)=[O:4].C1(P(N=[N+]=[N-])(C2C=CC=CC=2)=[O:27])C=CC=CC=1.C([N:39]([CH2:42]C)CC)C.[NH2:44][C:45]1[S:49][C:48]([C:50]2[CH:55]=[CH:54][C:53]([Cl:56])=[CH:52][CH:51]=2)=[N:47][C:46]=1[CH3:57]. (3) The reactants are Cl[CH2:2][C:3]1[N:4]=[C:5]([C:33]([F:36])([F:35])[F:34])[N:6]2[CH2:11][CH2:10][N:9]([C:12]([C:14]3[CH:15]=[C:16]([CH2:21][C:22]4[C:31]5[C:26](=[CH:27][CH:28]=[CH:29][CH:30]=5)[C:25](=[O:32])[NH:24][N:23]=4)[CH:17]=[CH:18][C:19]=3[F:20])=[O:13])[CH2:8][C:7]=12.[CH3:37][NH2:38].C(=O)([O-])[O-].[K+].[K+]. The catalyst is C(#N)C.O1CCCC1. The product is [F:20][C:19]1[CH:18]=[CH:17][C:16]([CH2:21][C:22]2[C:31]3[C:26](=[CH:27][CH:28]=[CH:29][CH:30]=3)[C:25](=[O:32])[NH:24][N:23]=2)=[CH:15][C:14]=1[C:12]([N:9]1[CH2:10][CH2:11][N:6]2[C:5]([C:33]([F:36])([F:34])[F:35])=[N:4][C:3]([CH2:2][NH:38][CH3:37])=[C:7]2[CH2:8]1)=[O:13]. The yield is 0.101.